Dataset: Forward reaction prediction with 1.9M reactions from USPTO patents (1976-2016). Task: Predict the product of the given reaction. The product is: [ClH:1].[Cl:1][C:2]1[CH:7]=[C:6]([CH:5]=[CH:4][C:3]=1[N:10]1[CH2:15][CH2:14][NH:13][CH2:12][CH2:11]1)[C:8]#[N:9]. Given the reactants [Cl:1][C:2]1[CH:7]=[C:6]([C:8]#[N:9])[CH:5]=[CH:4][C:3]=1[N:10]1[CH2:15][CH2:14][N:13](C(OC(C)(C)C)=O)[CH2:12][CH2:11]1, predict the reaction product.